Predict the reaction yield, written as a fraction of the theoretical maximum amount of product (1.0 means a 100% yield; for example, 0.34 means a 34% yield). From a dataset of Reaction yield outcomes from USPTO patents with 853,638 reactions. The reactants are CC(OI1(OC(C)=O)(OC(C)=O)OC(=O)C2C=CC=CC1=2)=O.[Cl:23][C:24]1[C:32]2[N:31]=[C:30]3[N:33]([C:37]4[C:38]([CH3:46])=[N:39][C:40]([O:44][CH3:45])=[N:41][C:42]=4[CH3:43])[CH2:34][CH2:35][CH2:36][N:29]3[C:28]=2[C:27]([CH2:47][OH:48])=[CH:26][CH:25]=1. The catalyst is CS(C)=O.C(#N)C.C(=O)([O-])O.[Na+]. The product is [Cl:23][C:24]1[CH:25]=[CH:26][C:27]([CH:47]=[O:48])=[C:28]2[C:32]=1[N:31]=[C:30]1[N:33]([C:37]3[C:38]([CH3:46])=[N:39][C:40]([O:44][CH3:45])=[N:41][C:42]=3[CH3:43])[CH2:34][CH2:35][CH2:36][N:29]21. The yield is 0.790.